Dataset: Full USPTO retrosynthesis dataset with 1.9M reactions from patents (1976-2016). Task: Predict the reactants needed to synthesize the given product. Given the product [CH3:26][N:2]([CH3:1])[C:3]([C:5]1[CH:6]=[CH:7][C:8]([F:25])=[C:9]([NH:11][C:12]([C:14]2[N:18]([CH2:19][CH3:20])[N:17]=[C:16]([C:21]([CH3:22])([CH3:24])[CH3:23])[C:15]=2[F:28])=[O:13])[CH:10]=1)=[O:4], predict the reactants needed to synthesize it. The reactants are: [CH3:1][N:2]([CH3:26])[C:3]([C:5]1[CH:6]=[CH:7][C:8]([F:25])=[C:9]([NH:11][C:12]([C:14]2[N:18]([CH2:19][CH3:20])[N:17]=[C:16]([C:21]([CH3:24])([CH3:23])[CH3:22])[CH:15]=2)=[O:13])[CH:10]=1)=[O:4].[B-](F)(F)(F)[F:28].[B-](F)(F)(F)F.C1[N+]2(CCl)CC[N+](F)(CC2)C1.